This data is from Forward reaction prediction with 1.9M reactions from USPTO patents (1976-2016). The task is: Predict the product of the given reaction. (1) Given the reactants [NH2:1][C:2]1[N:7]2[N:8]=[C:9]([C:11]3[O:12][CH:13]=[CH:14][CH:15]=3)[N:10]=[C:6]2[CH:5]=[C:4]([C:16]2[CH2:17][CH2:18][NH:19][CH2:20][CH:21]=2)[N:3]=1.[O:22]([CH2:24][CH2:25]Br)[CH3:23].C(N(CC)CC)C, predict the reaction product. The product is: [NH2:1][C:2]1[N:7]2[N:8]=[C:9]([C:11]3[O:12][CH:13]=[CH:14][CH:15]=3)[N:10]=[C:6]2[CH:5]=[C:4]([C:16]2[CH2:17][CH2:18][N:19]([CH2:25][CH2:24][O:22][CH3:23])[CH2:20][CH:21]=2)[N:3]=1. (2) Given the reactants [NH2:1][C:2]1[S:3][C:4]([CH:10]([CH3:12])[CH3:11])=[C:5]([C:7]([O-:9])=[O:8])[N:6]=1.[F:13][C:14]1[CH:19]=[CH:18][CH:17]=[C:16]([CH2:20][N:21]=[C:22]=[O:23])[CH:15]=1.[CH2:24]1COCC1, predict the reaction product. The product is: [F:13][C:14]1[CH:15]=[C:16]([CH:17]=[CH:18][CH:19]=1)[CH2:20][NH:21][C:22](=[O:23])[NH:1][C:2]1[S:3][C:4]([CH:10]([CH3:12])[CH3:11])=[C:5]([C:7]([O:9][CH3:24])=[O:8])[N:6]=1. (3) Given the reactants [CH3:1][C:2]1[C:11]([N+:12]([O-])=O)=[CH:10][C:5]2=[N:6][C:7](=[O:9])[N:8]=[C:4]2[CH:3]=1, predict the reaction product. The product is: [NH2:12][C:11]1[C:2]([CH3:1])=[CH:3][C:4]2=[N:8][C:7](=[O:9])[N:6]=[C:5]2[CH:10]=1. (4) Given the reactants [O:1]=[C:2]1[CH2:8][CH:7]=[C:6]([CH2:9][C:10]([O:12][C:13]([CH3:16])([CH3:15])[CH3:14])=[O:11])[C:5]2[CH:17]=[CH:18][CH:19]=[CH:20][C:4]=2[NH:3]1, predict the reaction product. The product is: [O:1]=[C:2]1[CH2:8][CH2:7][CH:6]([CH2:9][C:10]([O:12][C:13]([CH3:14])([CH3:15])[CH3:16])=[O:11])[C:5]2[CH:17]=[CH:18][CH:19]=[CH:20][C:4]=2[NH:3]1. (5) The product is: [Cl:8][C:6]1[CH:5]=[C:4]([O:19][C:16]2[CH:17]=[CH:18][C:13]([N+:10]([O-:12])=[O:11])=[CH:14][CH:15]=2)[N:3]=[C:2]([NH2:1])[N:7]=1. Given the reactants [NH2:1][C:2]1[N:7]=[C:6]([Cl:8])[CH:5]=[C:4](Cl)[N:3]=1.[N+:10]([C:13]1[CH:18]=[CH:17][C:16]([OH:19])=[CH:15][CH:14]=1)([O-:12])=[O:11].C(=O)([O-])[O-].[K+].[K+], predict the reaction product. (6) Given the reactants [Br:1][C:2]1[CH:7]=[CH:6][CH:5]=[CH:4][C:3]=1[CH2:8][CH2:9][CH2:10][NH2:11].C[O:13][C:14](=O)[C:15]1[CH:20]=[CH:19][CH:18]=[CH:17][C:16]=1[CH2:21]Br.C([O-])([O-])=O.[K+].[K+].C(OCC)(=O)C, predict the reaction product. The product is: [Br:1][C:2]1[CH:7]=[CH:6][CH:5]=[CH:4][C:3]=1[CH2:8][CH2:9][CH2:10][N:11]1[CH2:21][C:16]2[C:15](=[CH:20][CH:19]=[CH:18][CH:17]=2)[C:14]1=[O:13]. (7) The product is: [CH3:7][C:8]1[CH:13]=[CH:12][C:11]([C:14]([NH:28][C:25]2[S:26][CH:27]=[C:23]([C:20]3[CH:21]=[CH:22][N:17]=[CH:18][CH:19]=3)[N:24]=2)=[O:16])=[CH:10][CH:9]=1. Given the reactants C(Cl)(=O)C(Cl)=O.[CH3:7][C:8]1[CH:9]=[CH:10][C:11]([C:14]([OH:16])=O)=[CH:12][CH:13]=1.[N:17]1[CH:22]=[CH:21][C:20]([C:23]2[N:24]=[C:25]([NH2:28])[S:26][CH:27]=2)=[CH:19][CH:18]=1, predict the reaction product. (8) The product is: [Br:1][C:2]1[CH:11]=[CH:10][C:9]2[N:8]=[CH:7][C:6]3[N:12]([CH3:28])[C:13](=[O:26])[N:14]([C:15]4[CH:20]=[CH:19][C:18]([C:21]([CH3:24])([CH3:25])[C:22]#[N:23])=[CH:17][CH:16]=4)[C:5]=3[C:4]=2[CH:3]=1. Given the reactants [Br:1][C:2]1[CH:11]=[CH:10][C:9]2[N:8]=[CH:7][C:6]3[NH:12][C:13](=[O:26])[N:14]([C:15]4[CH:20]=[CH:19][C:18]([C:21]([CH3:25])([CH3:24])[C:22]#[N:23])=[CH:17][CH:16]=4)[C:5]=3[C:4]=2[CH:3]=1.I[CH3:28].[OH-].[Na+], predict the reaction product. (9) Given the reactants [C:1](Cl)(=[O:5])[CH2:2][CH2:3][CH3:4].[OH:7][C:8]1[CH:13]=[CH:12][C:11]([P:14]([O:25][CH2:26][CH3:27])([CH2:16][P:17]([O:22][CH2:23][CH3:24])([O:19][CH2:20][CH3:21])=[O:18])=[O:15])=[CH:10][C:9]=1[C:28]([CH3:41])([CH3:40])[CH2:29][C:30]([O:32][CH2:33][C:34]1[CH:39]=[CH:38][CH:37]=[CH:36][CH:35]=1)=[O:31].CCOC(C)=O, predict the reaction product. The product is: [C:1]([O:7][C:8]1[CH:13]=[CH:12][C:11]([P:14]([O:25][CH2:26][CH3:27])([CH2:16][P:17]([O:22][CH2:23][CH3:24])([O:19][CH2:20][CH3:21])=[O:18])=[O:15])=[CH:10][C:9]=1[C:28]([CH3:41])([CH3:40])[CH2:29][C:30]([O:32][CH2:33][C:34]1[CH:39]=[CH:38][CH:37]=[CH:36][CH:35]=1)=[O:31])(=[O:5])[CH2:2][CH2:3][CH3:4]. (10) Given the reactants [F:1][C:2]1[CH:21]=[C:20]([N+:22]([O-])=O)[CH:19]=[CH:18][C:3]=1[O:4][C:5]1[CH:10]=[CH:9][N:8]=[C:7]2[NH:11][CH:12]=[C:13]([C:14]([O:16][CH3:17])=[O:15])[C:6]=12.CO.C1COCC1.[Cl-].[NH4+], predict the reaction product. The product is: [NH2:22][C:20]1[CH:19]=[CH:18][C:3]([O:4][C:5]2[CH:10]=[CH:9][N:8]=[C:7]3[NH:11][CH:12]=[C:13]([C:14]([O:16][CH3:17])=[O:15])[C:6]=23)=[C:2]([F:1])[CH:21]=1.